From a dataset of NCI-60 drug combinations with 297,098 pairs across 59 cell lines. Regression. Given two drug SMILES strings and cell line genomic features, predict the synergy score measuring deviation from expected non-interaction effect. (1) Drug 1: CCC(=C(C1=CC=CC=C1)C2=CC=C(C=C2)OCCN(C)C)C3=CC=CC=C3.C(C(=O)O)C(CC(=O)O)(C(=O)O)O. Drug 2: CNC(=O)C1=NC=CC(=C1)OC2=CC=C(C=C2)NC(=O)NC3=CC(=C(C=C3)Cl)C(F)(F)F. Cell line: HOP-92. Synergy scores: CSS=2.12, Synergy_ZIP=3.89, Synergy_Bliss=5.44, Synergy_Loewe=1.03, Synergy_HSA=-0.0887. (2) Drug 1: CC1C(C(CC(O1)OC2CC(CC3=C2C(=C4C(=C3O)C(=O)C5=C(C4=O)C(=CC=C5)OC)O)(C(=O)C)O)N)O.Cl. Drug 2: C1CC(C1)(C(=O)O)C(=O)O.[NH2-].[NH2-].[Pt+2]. Cell line: ACHN. Synergy scores: CSS=50.2, Synergy_ZIP=-7.00, Synergy_Bliss=-6.92, Synergy_Loewe=-5.68, Synergy_HSA=-4.15. (3) Drug 1: C1=NC2=C(N=C(N=C2N1C3C(C(C(O3)CO)O)F)Cl)N. Drug 2: CCC1=C2CN3C(=CC4=C(C3=O)COC(=O)C4(CC)O)C2=NC5=C1C=C(C=C5)O. Cell line: NCI-H322M. Synergy scores: CSS=1.77, Synergy_ZIP=-1.74, Synergy_Bliss=-3.44, Synergy_Loewe=-3.70, Synergy_HSA=-3.50. (4) Drug 1: CC1OCC2C(O1)C(C(C(O2)OC3C4COC(=O)C4C(C5=CC6=C(C=C35)OCO6)C7=CC(=C(C(=C7)OC)O)OC)O)O. Drug 2: C1=CC(=CC=C1CCCC(=O)O)N(CCCl)CCCl. Cell line: OVCAR-4. Synergy scores: CSS=1.43, Synergy_ZIP=-2.07, Synergy_Bliss=0.986, Synergy_Loewe=-0.615, Synergy_HSA=0.573. (5) Cell line: HS 578T. Drug 2: COCCOC1=C(C=C2C(=C1)C(=NC=N2)NC3=CC=CC(=C3)C#C)OCCOC.Cl. Synergy scores: CSS=2.00, Synergy_ZIP=5.55, Synergy_Bliss=11.9, Synergy_Loewe=5.10, Synergy_HSA=6.04. Drug 1: CC1=CC2C(CCC3(C2CCC3(C(=O)C)OC(=O)C)C)C4(C1=CC(=O)CC4)C. (6) Drug 1: CC1=CC=C(C=C1)C2=CC(=NN2C3=CC=C(C=C3)S(=O)(=O)N)C(F)(F)F. Drug 2: CC1=C2C(C(=O)C3(C(CC4C(C3C(C(C2(C)C)(CC1OC(=O)C(C(C5=CC=CC=C5)NC(=O)C6=CC=CC=C6)O)O)OC(=O)C7=CC=CC=C7)(CO4)OC(=O)C)O)C)OC(=O)C. Cell line: OVCAR-5. Synergy scores: CSS=63.9, Synergy_ZIP=18.6, Synergy_Bliss=27.3, Synergy_Loewe=-11.1, Synergy_HSA=12.7. (7) Drug 2: COCCOC1=C(C=C2C(=C1)C(=NC=N2)NC3=CC=CC(=C3)C#C)OCCOC.Cl. Synergy scores: CSS=37.3, Synergy_ZIP=1.49, Synergy_Bliss=6.10, Synergy_Loewe=-0.802, Synergy_HSA=5.80. Drug 1: C1=NC(=NC(=O)N1C2C(C(C(O2)CO)O)O)N. Cell line: COLO 205. (8) Drug 1: CC1=C(C=C(C=C1)NC2=NC=CC(=N2)N(C)C3=CC4=NN(C(=C4C=C3)C)C)S(=O)(=O)N.Cl. Drug 2: CCN(CC)CCNC(=O)C1=C(NC(=C1C)C=C2C3=C(C=CC(=C3)F)NC2=O)C. Cell line: SW-620. Synergy scores: CSS=-4.04, Synergy_ZIP=7.08, Synergy_Bliss=7.12, Synergy_Loewe=-4.52, Synergy_HSA=-3.33. (9) Drug 1: C1=NC2=C(N1)C(=S)N=CN2. Drug 2: CN(C(=O)NC(C=O)C(C(C(CO)O)O)O)N=O. Cell line: PC-3. Synergy scores: CSS=11.0, Synergy_ZIP=-5.72, Synergy_Bliss=0.808, Synergy_Loewe=-17.4, Synergy_HSA=-1.74.